From a dataset of NCI-60 drug combinations with 297,098 pairs across 59 cell lines. Regression. Given two drug SMILES strings and cell line genomic features, predict the synergy score measuring deviation from expected non-interaction effect. (1) Drug 1: CN(CCCl)CCCl.Cl. Drug 2: C(CN)CNCCSP(=O)(O)O. Cell line: OVCAR3. Synergy scores: CSS=30.9, Synergy_ZIP=-4.51, Synergy_Bliss=1.52, Synergy_Loewe=-10.6, Synergy_HSA=2.84. (2) Drug 1: CC1=C(C=C(C=C1)NC2=NC=CC(=N2)N(C)C3=CC4=NN(C(=C4C=C3)C)C)S(=O)(=O)N.Cl. Drug 2: CCC(=C(C1=CC=CC=C1)C2=CC=C(C=C2)OCCN(C)C)C3=CC=CC=C3.C(C(=O)O)C(CC(=O)O)(C(=O)O)O. Cell line: CAKI-1. Synergy scores: CSS=20.5, Synergy_ZIP=-5.05, Synergy_Bliss=-3.06, Synergy_Loewe=-0.306, Synergy_HSA=1.14. (3) Drug 1: C1CN1P(=S)(N2CC2)N3CC3. Drug 2: CC1C(C(CC(O1)OC2CC(CC3=C2C(=C4C(=C3O)C(=O)C5=CC=CC=C5C4=O)O)(C(=O)C)O)N)O. Cell line: SW-620. Synergy scores: CSS=40.8, Synergy_ZIP=-4.08, Synergy_Bliss=-3.04, Synergy_Loewe=1.41, Synergy_HSA=1.71.